This data is from NCI-60 drug combinations with 297,098 pairs across 59 cell lines. The task is: Regression. Given two drug SMILES strings and cell line genomic features, predict the synergy score measuring deviation from expected non-interaction effect. Drug 1: C1=NC2=C(N1)C(=S)N=CN2. Drug 2: B(C(CC(C)C)NC(=O)C(CC1=CC=CC=C1)NC(=O)C2=NC=CN=C2)(O)O. Cell line: PC-3. Synergy scores: CSS=37.5, Synergy_ZIP=-9.51, Synergy_Bliss=-9.38, Synergy_Loewe=-22.4, Synergy_HSA=-6.19.